This data is from CYP1A2 inhibition data for predicting drug metabolism from PubChem BioAssay. The task is: Regression/Classification. Given a drug SMILES string, predict its absorption, distribution, metabolism, or excretion properties. Task type varies by dataset: regression for continuous measurements (e.g., permeability, clearance, half-life) or binary classification for categorical outcomes (e.g., BBB penetration, CYP inhibition). Dataset: cyp1a2_veith. (1) The drug is N#CCCn1c(=O)c(-c2ccc(F)cc2)nc2cnc(Oc3ccccc3)nc21. The result is 1 (inhibitor). (2) The compound is c1ccc([C@H](CCN2CCCC2)c2ccccn2)cc1. The result is 0 (non-inhibitor). (3) The compound is Cc1ccc([Sb]2O[C@H](CO)[C@@H]([C@H](O)[C@H](O)C(=O)O)O2)cc1.O.O. The result is 0 (non-inhibitor).